This data is from Full USPTO retrosynthesis dataset with 1.9M reactions from patents (1976-2016). The task is: Predict the reactants needed to synthesize the given product. (1) Given the product [Br:13][C:14]1[CH:22]=[CH:21][C:17]([C:18]([O:20][CH3:2])=[O:19])=[C:16]([N+:23]([O-:25])=[O:24])[CH:15]=1, predict the reactants needed to synthesize it. The reactants are: N[C:2]1C=C(Br)C=CC=1C(OC)=O.[Br:13][C:14]1[CH:22]=[CH:21][C:17]([C:18]([OH:20])=[O:19])=[C:16]([N+:23]([O-:25])=[O:24])[CH:15]=1.N12CCCN=C1CCCCC2.IC. (2) Given the product [CH3:50][S:51]([OH:54])(=[O:53])=[O:52].[CH3:50][S:51]([OH:54])(=[O:53])=[O:52].[CH3:42][O:41][C:39]1[CH:40]=[C:35]([C:32]2[CH:33]=[CH:34][C:29]([N:25]3[CH2:26][CH2:27][CH2:28][N:22]([C:19]4[CH:18]=[CH:17][C:16]([C:6]5[CH:5]=[C:4]([O:1][CH3:2])[C:9]([O:10][CH3:11])=[C:8]([O:13][CH3:14])[CH:7]=5)=[CH:21][N:20]=4)[CH2:23][CH2:24]3)=[N:30][CH:31]=2)[CH:36]=[C:37]([O:47][CH3:48])[C:38]=1[O:44][CH3:45], predict the reactants needed to synthesize it. The reactants are: [O:1]([C:4]1[CH:5]=[C:6]([C:16]2[CH:17]=[CH:18][C:19]([N:22]3[CH2:28][CH2:27][CH2:26][N:25]([C:29]4[CH:34]=[CH:33][C:32]([C:35]5[CH:40]=[C:39]([O:41][CH2:42]C)[C:38]([O:44][CH2:45]C)=[C:37]([O:47][CH2:48]C)[CH:36]=5)=[CH:31][N:30]=4)[CH2:24][CH2:23]3)=[N:20][CH:21]=2)[CH:7]=[C:8]([O:13][CH2:14]C)[C:9]=1[O:10][CH2:11]C)[CH2:2]C.[CH3:50][S:51]([OH:54])(=[O:53])=[O:52]. (3) Given the product [C:1]([O:5][C:6]([NH:8][CH2:9][C@H:10]1[CH2:11][CH2:12][C@H:13]([C:16]([NH:18][C@@H:19]([CH2:20][C:21]2[CH:26]=[CH:25][C:24]([C:27]3[CH:32]=[CH:31][C:30]([C:33](=[O:34])[NH:60][CH:61]4[CH:66]5[CH:62]4[CH2:63][N:64]([C:67]([O:69][C:70]([CH3:73])([CH3:72])[CH3:71])=[O:68])[CH2:65]5)=[CH:29][C:28]=3[CH3:36])=[CH:23][CH:22]=2)[C:37]([NH:39][C:40]2[CH:45]=[CH:44][C:43]([C:46]3[NH:50][C:49]([C:51]([F:58])([F:59])[C:52]([F:54])([F:53])[C:55]([OH:57])=[O:56])=[N:48][N:47]=3)=[CH:42][CH:41]=2)=[O:38])=[O:17])[CH2:14][CH2:15]1)=[O:7])([CH3:4])([CH3:3])[CH3:2], predict the reactants needed to synthesize it. The reactants are: [C:1]([O:5][C:6]([NH:8][CH2:9][C@H:10]1[CH2:15][CH2:14][C@H:13]([C:16]([NH:18][C@H:19]([C:37]([NH:39][C:40]2[CH:45]=[CH:44][C:43]([C:46]3[NH:50][C:49]([C:51]([F:59])([F:58])[C:52]([C:55]([OH:57])=[O:56])([F:54])[F:53])=[N:48][N:47]=3)=[CH:42][CH:41]=2)=[O:38])[CH2:20][C:21]2[CH:26]=[CH:25][C:24]([C:27]3[CH:32]=[CH:31][C:30]([C:33](O)=[O:34])=[CH:29][C:28]=3[CH3:36])=[CH:23][CH:22]=2)=[O:17])[CH2:12][CH2:11]1)=[O:7])([CH3:4])([CH3:3])[CH3:2].[NH2:60][CH:61]1[CH:66]2[CH:62]1[CH2:63][N:64]([C:67]([O:69][C:70]([CH3:73])([CH3:72])[CH3:71])=[O:68])[CH2:65]2.C(NC(C)C)(C)C.CN(C(ON1N=NC2C=CC=NC1=2)=[N+](C)C)C.F[P-](F)(F)(F)(F)F. (4) Given the product [ClH:62].[ClH:62].[NH2:7][C@@H:8]1[C@@H:25]([N:26]2[CH2:30][C@@H:29]([CH2:31][F:32])[CH2:28][C:27]2=[O:33])[CH2:24][N:11]2[CH2:12][CH2:13][C:14]3[C:19]([C@@H:10]2[CH2:9]1)=[CH:18][C:17]([O:20][CH3:21])=[C:16]([O:22][CH3:23])[CH:15]=3, predict the reactants needed to synthesize it. The reactants are: C(OC(=O)[NH:7][C@@H:8]1[C@@H:25]([N:26]2[CH2:30][C@@H:29]([CH2:31][F:32])[CH2:28][C:27]2=[O:33])[CH2:24][N:11]2[CH2:12][CH2:13][C:14]3[C:19]([C@@H:10]2[CH2:9]1)=[CH:18][C:17]([O:20][CH3:21])=[C:16]([O:22][CH3:23])[CH:15]=3)(C)(C)C.N[C@@H]1[C@@H](N2C[C@@H](CF)CC2=O)CN2CCC3C([C@@H]2C1)=CC(OC)=C(OC)C=3.[ClH:62]. (5) Given the product [CH2:4]([N:5]([C:8]1[C:9]2[CH:17]([CH3:18])[CH2:16][N:15]([C:20]3[C:25]([CH3:26])=[CH:24][C:23]([CH3:27])=[CH:22][C:21]=3[CH3:28])[C:10]=2[N:11]=[C:12]([CH3:14])[N:13]=1)[CH2:6][CH3:7])[CH2:3][CH2:2][CH3:1], predict the reactants needed to synthesize it. The reactants are: [CH3:1][CH2:2][CH2:3][CH2:4][N:5]([C:8]1[C:9]2[CH:17]([CH3:18])[C:16](=O)[N:15]([C:20]3[C:25]([CH3:26])=[CH:24][C:23]([CH3:27])=[CH:22][C:21]=3[CH3:28])[C:10]=2[N:11]=[C:12]([CH3:14])[N:13]=1)[CH2:6][CH3:7].[H-].[Al+3].[Li+].[H-].[H-].[H-].